This data is from Peptide-MHC class II binding affinity with 134,281 pairs from IEDB. The task is: Regression. Given a peptide amino acid sequence and an MHC pseudo amino acid sequence, predict their binding affinity value. This is MHC class II binding data. (1) The peptide sequence is LGQQQPFPPQQPYPQ. The MHC is HLA-DQA10401-DQB10402 with pseudo-sequence HLA-DQA10401-DQB10402. The binding affinity (normalized) is 0.238. (2) The peptide sequence is SSYVCSGLVGDTPRK. The MHC is DRB1_0301 with pseudo-sequence DRB1_0301. The binding affinity (normalized) is 0.234.